Dataset: Drug-target binding data from BindingDB using Kd measurements. Task: Regression. Given a target protein amino acid sequence and a drug SMILES string, predict the binding affinity score between them. We predict pKd (pKd = -log10(Kd in M); higher means stronger binding). Dataset: bindingdb_kd. (1) The drug is Cn1cnc2c(F)c(Nc3ccc(Br)cc3Cl)c(C(=O)NOCCO)cc21. The target protein (O94768) has sequence MSRRRFDCRSISGLLTTTPQIPIKMENFNNFYILTSKELGRGKFAVVRQCISKSTGQEYAAKFLKKRRRGQDCRAEILHEIAVLELAKSCPRVINLHEVYENTSEIILILEYAAGGEIFSLCLPELAEMVSENDVIRLIKQILEGVYYLHQNNIVHLDLKPQNILLSSIYPLGDIKIVDFGMSRKIGHACELREIMGTPEYLAPEILNYDPITTATDMWNIGIIAYMLLTHTSPFVGEDNQETYLNISQVNVDYSEETFSSVSQLATDFIQSLLVKNPEKRPTAEICLSHSWLQQWDFENLFHPEETSSSSQTQDHSVRSSEDKTSKSSCNGTCGDREDKENIPEDSSMVSKRFRFDDSLPNPHELVSDLLC. The pKd is 5.0. (2) The drug is Cc1sc2c(c1C)C(c1ccc(Cl)cc1)=N[C@@H](CC(=O)OC(C)(C)C)c1nnc(C)n1-2. The target protein sequence is NPPPPETSNPNKPKRQTNQLQYLLRVVLKTLWKHQFAWPFQQPVDAVKLNLPDYYKIIKTPMDMGTIKKRLENNYYWNAQECIQDFNTMFTNCYIYNKPGDDIVLMAEALEKLFLQKINELPT. The pKd is 7.0. (3) The drug is NCc1ccccc1. The target protein (P9WPN5) has sequence MTSVMSHEFQLATAETWPNPWPMYRALRDHDPVHHVVPPQRPEYDYYVLSRHADVWSAARDHQTFSSAQGLTVNYGELEMIGLHDTPPMVMQDPPVHTEFRKLVSRGFTPRQVETVEPTVRKFVVERLEKLRANGGGDIVTELFKPLPSMVVAHYLGVPEEDWTQFDGWTQAIVAANAVDGATTGALDAVGSMMAYFTGLIERRRTEPADDAISHLVAAGVGADGDTAGTLSILAFTFTMVTGGNDTVTGMLGGSMPLLHRRPDQRRLLLDDPEGIPDAVEELLRLTSPVQGLARTTTRDVTIGDTTIPAGRRVLLLYGSANRDERQYGPDAAELDVTRCPRNILTFSHGAHHCLGAAAARMQCRVALTELLARCPDFEVAESRIVWSGGSYVRRPLSVPFRVTS. The pKd is 2.0. (4) The target protein (Q9NY57) has sequence MGGNHSHKPPVFDENEEVNFDHFQILRAIGKGSFGKVCIVQKRDTKKMYAMKYMNKQKCIERDEVRNVFRELQIMQGLEHPFLVNLWYSFQDEEDMFMVVDLLLGGDLRYHLQQNVHFTEGTVKLYICELALALEYLQRYHIIHRDIKPDNILLDEHGHVHITDFNIATVVKGAERASSMAGTKPYMAPEVFQVYMDRGPGYSYPVDWWSLGITAYELLRGWRPYEIHSVTPIDEILNMFKVERVHYSSTWCKGMVALLRKLLTKDPESRVSSLHDIQSVPYLADMNWDAVFKKALMPGFVPNKGRLNCDPTFELEEMILESKPLHKKKKRLAKNRSRDGTKDSCPLNGHLQHCLETVREEFIIFNREKLRRQQGQGSQLLDTDSRGGGQAQSKLQDGCNNNLLTHTCTRGCSS. The pKd is 5.0. The drug is O=C(NC1CCNCC1)c1[nH]ncc1NC(=O)c1c(Cl)cccc1Cl. (5) The small molecule is CC(C)(C)c1cnc(CSc2cnc(NC(=O)C3CCNCC3)s2)o1. The target protein (Q9BX84) has sequence MKEQPVLERLQSQKSWIKGVFDKRECSTIIPSSKNPHRCTPVCQVCQNLIRCYCGRLIGDHAGIDYSWTISAAKGKESEQWSVEKHTTKSPTDTFGTINFQDGEHTHHAKYIRTSYDTKLDHLLHLMLKEWKMELPKLVISVHGGIQNFTMPSKFKEIFSQGLVKAAETTGAWIITEGINTGVSKHVGDALKSHSSHSLRKIWTVGIPPWGVIENQRDLIGKDVVCLYQTLDNPLSKLTTLNSMHSHFILSDDGTVGKYGNEMKLRRNLEKYLSLQKIHCRSRQGVPVVGLVVEGGPNVILSVWETVKDKDPVVVCEGTGRAADLLAFTHKHLADEGMLRPQVKEEIICMIQNTFNFSLKQSKHLFQILMECMVHRDCITIFDADSEEQQDLDLAILTALLKGTNLSASEQLNLAMAWDRVDIAKKHILIYEQHWKPDALEQAMSDALVMDRVDFVKLLIEYGVNLHRFLTIPRLEELYNTKQGPTNTLLHHLVQDVKQH.... The pKd is 5.0.